From a dataset of Forward reaction prediction with 1.9M reactions from USPTO patents (1976-2016). Predict the product of the given reaction. (1) Given the reactants [S:1]1[CH2:6][CH2:5][CH:4]([C:7]([OH:9])=O)[CH2:3][CH2:2]1.Cl.[CH3:11][NH:12][O:13][CH3:14].CN(C(ON1N=NC2C=CC=NC1=2)=[N+](C)C)C.F[P-](F)(F)(F)(F)F.C(N(CC)C(C)C)(C)C, predict the reaction product. The product is: [CH3:14][O:13][N:12]([CH3:11])[C:7]([CH:4]1[CH2:5][CH2:6][S:1][CH2:2][CH2:3]1)=[O:9]. (2) Given the reactants [Br:1][C:2]1[S:6][C:5]([C:7](O)=[O:8])=[CH:4][C:3]=1[CH3:10].C(Cl)(=O)C(Cl)=O.CN(C)C=O.Cl.[CH3:23][NH:24][O:25][CH3:26], predict the reaction product. The product is: [Br:1][C:2]1[S:6][C:5]([C:7]([N:24]([O:25][CH3:26])[CH3:23])=[O:8])=[CH:4][C:3]=1[CH3:10].